This data is from Forward reaction prediction with 1.9M reactions from USPTO patents (1976-2016). The task is: Predict the product of the given reaction. (1) Given the reactants OC(C(F)(F)F)=O.[CH3:8][O:9][C:10](=[O:29])[C@@H:11]([CH3:28])[CH2:12][C@H:13]([NH2:27])[C:14](=[O:26])[NH:15][CH:16]([CH3:25])[CH2:17][C:18]1[CH:23]=[CH:22][C:21]([F:24])=[CH:20][CH:19]=1.[C:30]1([C:39]2[CH:44]=[CH:43][CH:42]=[CH:41][CH:40]=2)[CH:35]=[CH:34][C:33]([C:36](O)=[O:37])=[CH:32][CH:31]=1, predict the reaction product. The product is: [CH3:8][O:9][C:10](=[O:29])[C@@H:11]([CH3:28])[CH2:12][C@H:13]([NH:27][C:36]([C:33]1[CH:34]=[CH:35][C:30]([C:39]2[CH:40]=[CH:41][CH:42]=[CH:43][CH:44]=2)=[CH:31][CH:32]=1)=[O:37])[C:14](=[O:26])[NH:15][CH:16]([CH3:25])[CH2:17][C:18]1[CH:19]=[CH:20][C:21]([F:24])=[CH:22][CH:23]=1. (2) Given the reactants [CH3:1][C:2]([CH3:19])([CH3:18])[C:3](=[O:17])[CH2:4][NH:5][C:6](=O)[C:7]1[CH:12]=[CH:11][CH:10]=[CH:9][C:8]=1[N+:13]([O-:15])=[O:14], predict the reaction product. The product is: [C:2]([C:3]1[O:17][C:6]([C:7]2[CH:12]=[CH:11][CH:10]=[CH:9][C:8]=2[N+:13]([O-:15])=[O:14])=[N:5][CH:4]=1)([CH3:19])([CH3:18])[CH3:1]. (3) Given the reactants [CH:1]1([C@:6]([C:18]2[CH:23]=[CH:22][CH:21]=[CH:20][CH:19]=2)([CH3:17])[C:7]([O:9][CH:10]2[CH2:15][CH2:14][N:13]([CH3:16])[CH2:12][CH2:11]2)=[O:8])[CH2:5][CH2:4][CH2:3][CH2:2]1.[I:24][CH3:25], predict the reaction product. The product is: [I-:24].[CH:1]1([C@:6]([C:18]2[CH:23]=[CH:22][CH:21]=[CH:20][CH:19]=2)([CH3:17])[C:7]([O:9][CH:10]2[CH2:15][CH2:14][N+:13]([CH3:25])([CH3:16])[CH2:12][CH2:11]2)=[O:8])[CH2:5][CH2:4][CH2:3][CH2:2]1. (4) Given the reactants [F:1][C:2]1[CH:10]=[CH:9][CH:8]=[C:7]2[C:3]=1[CH2:4][CH2:5][NH:6]2.Cl.CN(C)CCCN=C=NCC.[CH3:23][O:24][C:25]1[CH:30]=[C:29]([N:31]2[CH2:36][CH2:35][O:34][CH2:33][CH2:32]2)[N:28]=[C:27]([CH2:37][C:38]([O-])=[O:39])[N:26]=1.[Na+], predict the reaction product. The product is: [F:1][C:2]1[CH:10]=[CH:9][CH:8]=[C:7]2[C:3]=1[CH2:4][CH2:5][N:6]2[C:38](=[O:39])[CH2:37][C:27]1[N:26]=[C:25]([O:24][CH3:23])[CH:30]=[C:29]([N:31]2[CH2:36][CH2:35][O:34][CH2:33][CH2:32]2)[N:28]=1. (5) The product is: [O:15]1[CH2:16][CH:11]([CH2:10][OH:9])[O:12][C:13]2=[CH:19][S:18][CH:17]=[C:14]12. Given the reactants C([O:9][CH2:10][CH:11]1[CH2:16][O:15][C:14]2=[CH:17][S:18][CH:19]=[C:13]2[O:12]1)(=O)C1C=CC=CC=1.[OH-].[K+].Cl, predict the reaction product.